This data is from Full USPTO retrosynthesis dataset with 1.9M reactions from patents (1976-2016). The task is: Predict the reactants needed to synthesize the given product. (1) Given the product [Cl:1][C:2]1[CH:3]=[C:4]2[N:19]=[C:18]([O:20][C@@H:21]3[CH2:25][O:24][C@@H:23]4[C@H:26]([OH:29])[CH2:27][O:28][C@H:22]34)[N:17]([CH2:30][O:31][CH2:32][CH2:33][Si:34]([CH3:37])([CH3:36])[CH3:35])[C:5]2=[N:6][C:7]=1[C:8]1[CH:9]=[CH:10][C:11]([C:12]([N:45]=[S:39]2(=[O:38])[CH2:44][CH2:43][CH2:42][CH2:41][CH2:40]2)=[O:13])=[CH:15][CH:16]=1, predict the reactants needed to synthesize it. The reactants are: [Cl:1][C:2]1[CH:3]=[C:4]2[N:19]=[C:18]([O:20][C@@H:21]3[CH2:25][O:24][C@@H:23]4[C@H:26]([OH:29])[CH2:27][O:28][C@H:22]34)[N:17]([CH2:30][O:31][CH2:32][CH2:33][Si:34]([CH3:37])([CH3:36])[CH3:35])[C:5]2=[N:6][C:7]=1[C:8]1[CH:16]=[CH:15][C:11]([C:12](O)=[O:13])=[CH:10][CH:9]=1.[O:38]=[S:39]1(=[NH:45])[CH2:44][CH2:43][CH2:42][CH2:41][CH2:40]1. (2) Given the product [CH3:16][C:17]1[O:21][C:20]([C:22]2[CH:23]=[C:24]([S:28]([N:1]3[CH:5]=[CH:4][C:3]([C:6]4[C:15]5[C:10](=[CH:11][CH:12]=[CH:13][CH:14]=5)[N:9]=[CH:8][CH:7]=4)=[N:2]3)(=[O:30])=[O:29])[CH:25]=[CH:26][CH:27]=2)=[N:19][N:18]=1, predict the reactants needed to synthesize it. The reactants are: [NH:1]1[CH:5]=[CH:4][C:3]([C:6]2[C:15]3[C:10](=[CH:11][CH:12]=[CH:13][CH:14]=3)[N:9]=[CH:8][CH:7]=2)=[N:2]1.[CH3:16][C:17]1[O:21][C:20]([C:22]2[CH:23]=[C:24]([S:28](Cl)(=[O:30])=[O:29])[CH:25]=[CH:26][CH:27]=2)=[N:19][N:18]=1. (3) Given the product [CH2:1]([O:3][C:4](=[O:26])[CH2:5][N:6]1[C:14]2[CH2:13][CH2:12][CH2:11][CH:10]([NH:15][S:16]([C:19]3[CH:24]=[CH:23][CH:22]=[C:21]([NH:25][C:27](=[O:29])[CH3:28])[CH:20]=3)(=[O:18])=[O:17])[C:9]=2[CH:8]=[N:7]1)[CH3:2], predict the reactants needed to synthesize it. The reactants are: [CH2:1]([O:3][C:4](=[O:26])[CH2:5][N:6]1[C:14]2[CH2:13][CH2:12][CH2:11][CH:10]([NH:15][S:16]([C:19]3[CH:24]=[CH:23][CH:22]=[C:21]([NH2:25])[CH:20]=3)(=[O:18])=[O:17])[C:9]=2[CH:8]=[N:7]1)[CH3:2].[C:27](Cl)(=[O:29])[CH3:28].C(N(CC)CC)C.